This data is from Reaction yield outcomes from USPTO patents with 853,638 reactions. The task is: Predict the reaction yield, written as a fraction of the theoretical maximum amount of product (1.0 means a 100% yield; for example, 0.34 means a 34% yield). The reactants are [Cl:1][C:2]1[CH:7]=[CH:6][C:5]([S:8]([N:11]([CH2:19][C:20]2[CH:25]=[CH:24][C:23]([N+:26]([O-])=O)=[CH:22][CH:21]=2)[CH2:12][C:13]2[CH:18]=[CH:17][CH:16]=[CH:15][N:14]=2)(=[O:10])=[O:9])=[CH:4][CH:3]=1.[Cl-].[NH4+]. The catalyst is C1COCC1.C(O)C.O.[Fe]. The product is [NH2:26][C:23]1[CH:22]=[CH:21][C:20]([CH2:19][N:11]([CH2:12][C:13]2[CH:18]=[CH:17][CH:16]=[CH:15][N:14]=2)[S:8]([C:5]2[CH:4]=[CH:3][C:2]([Cl:1])=[CH:7][CH:6]=2)(=[O:10])=[O:9])=[CH:25][CH:24]=1. The yield is 0.899.